From a dataset of Forward reaction prediction with 1.9M reactions from USPTO patents (1976-2016). Predict the product of the given reaction. Given the reactants C(NC(C)C)(C)C.C([Li])CCC.[CH2:13]([O:20][C@@H:21]1[C@@H:26]([O:27][CH2:28][C:29]2[CH:34]=[CH:33][CH:32]=[CH:31][CH:30]=2)[C@H:25]([O:35][CH2:36][C:37]2[CH:42]=[CH:41][CH:40]=[CH:39][CH:38]=2)[C@@H:24]([CH2:43][O:44][CH2:45][C:46]2[CH:51]=[CH:50][CH:49]=[CH:48][CH:47]=2)[O:23][C@H:22]1[C:52]1[C:60]2[C:55](=[CH:56][CH:57]=[CH:58][CH:59]=2)[N:54]([S:61]([C:64]2[CH:69]=[CH:68][C:67]([CH3:70])=[CH:66][CH:65]=2)(=[O:63])=[O:62])[CH:53]=1)[C:14]1[CH:19]=[CH:18][CH:17]=[CH:16][CH:15]=1.C1C=CC(S(N(S(C2C=CC=CC=2)(=O)=O)[F:81])(=O)=O)=CC=1.[Cl-].[NH4+], predict the reaction product. The product is: [CH2:13]([O:20][C@@H:21]1[C@@H:26]([O:27][CH2:28][C:29]2[CH:30]=[CH:31][CH:32]=[CH:33][CH:34]=2)[C@H:25]([O:35][CH2:36][C:37]2[CH:38]=[CH:39][CH:40]=[CH:41][CH:42]=2)[C@@H:24]([CH2:43][O:44][CH2:45][C:46]2[CH:51]=[CH:50][CH:49]=[CH:48][CH:47]=2)[O:23][C@H:22]1[C:52]1[C:60]2[C:55](=[CH:56][CH:57]=[CH:58][CH:59]=2)[N:54]([S:61]([C:64]2[CH:65]=[CH:66][C:67]([CH3:70])=[CH:68][CH:69]=2)(=[O:63])=[O:62])[C:53]=1[F:81])[C:14]1[CH:19]=[CH:18][CH:17]=[CH:16][CH:15]=1.